This data is from Reaction yield outcomes from USPTO patents with 853,638 reactions. The task is: Predict the reaction yield, written as a fraction of the theoretical maximum amount of product (1.0 means a 100% yield; for example, 0.34 means a 34% yield). (1) The reactants are [C:1]([NH:4][CH2:5][CH2:6][CH:7]1[C:15]2[C:10](=[CH:11][CH:12]=[C:13]([NH:17][C:18](=O)[CH2:19][CH2:20][CH2:21][CH2:22][C:23]3[CH:28]=[CH:27][CH:26]=[CH:25][N:24]=3)[C:14]=2[OH:16])[CH2:9][CH2:8]1)(=[O:3])[CH3:2].C1(C)C=CC(S([O-])(=O)=O)=CC=1.[NH+]1C=CC=CC=1. The catalyst is C1(C)C(C)=CC=CC=1. The product is [N:24]1[CH:25]=[CH:26][CH:27]=[CH:28][C:23]=1[CH2:22][CH2:21][CH2:20][CH2:19][C:18]1[O:16][C:14]2[C:15]3[CH:7]([CH2:6][CH2:5][NH:4][C:1](=[O:3])[CH3:2])[CH2:8][CH2:9][C:10]=3[CH:11]=[CH:12][C:13]=2[N:17]=1. The yield is 0.580. (2) The reactants are [CH3:1][C@H:2]([CH2:5][S:6][C:7]1[CH:12]=[CH:11][CH:10]=[CH:9][C:8]=1[OH:13])[CH2:3][OH:4].[OH-].[Na+].[CH3:16][O:17][CH2:18]Cl. The catalyst is CCCCCCCC[N+](CCCCCCCC)(CCCCCCCC)C.[Cl-].ClCCl. The product is [CH3:1][C@H:2]([CH2:5][S:6][C:7]1[CH:12]=[CH:11][CH:10]=[CH:9][C:8]=1[O:13][CH2:16][O:17][CH3:18])[CH2:3][OH:4]. The yield is 0.380.